From a dataset of Reaction yield outcomes from USPTO patents with 853,638 reactions. Predict the reaction yield, written as a fraction of the theoretical maximum amount of product (1.0 means a 100% yield; for example, 0.34 means a 34% yield). (1) The reactants are C(OC(=O)[NH:10][CH2:11][CH2:12][CH2:13][CH2:14][C:15]1[CH:20]=[CH:19][C:18]([O:21][CH2:22][CH2:23][NH:24][C:25]([O:27][C:28]([CH3:31])([CH3:30])[CH3:29])=[O:26])=[CH:17][CH:16]=1)C1C=CC=CC=1.[H][H]. The catalyst is [Pd].C(O)C. The product is [C:28]([O:27][C:25](=[O:26])[NH:24][CH2:23][CH2:22][O:21][C:18]1[CH:19]=[CH:20][C:15]([CH2:14][CH2:13][CH2:12][CH2:11][NH2:10])=[CH:16][CH:17]=1)([CH3:31])([CH3:29])[CH3:30]. The yield is 0.980. (2) The reactants are [C:12]([O:11][C:9](O[C:9]([O:11][C:12]([CH3:15])([CH3:14])[CH3:13])=[O:10])=[O:10])([CH3:15])([CH3:14])[CH3:13].[Br:16][C:17]1[CH:22]=[CH:21][C:20]([CH2:23][CH2:24][CH2:25]C(O)=O)=[CH:19][CH:18]=1. The catalyst is CN(C1C=CN=CC=1)C.C(O)(C)(C)C. The product is [Br:16][C:17]1[CH:22]=[CH:21][C:20]([CH2:23][CH2:24][CH2:25][C:9]([O:11][C:12]([CH3:13])([CH3:14])[CH3:15])=[O:10])=[CH:19][CH:18]=1. The yield is 0.460.